The task is: Predict the reaction yield, written as a fraction of the theoretical maximum amount of product (1.0 means a 100% yield; for example, 0.34 means a 34% yield).. This data is from Reaction yield outcomes from USPTO patents with 853,638 reactions. (1) The reactants are [Br:1][C:2]1[CH:8]=[C:7]([N+:9]([O-:11])=[O:10])[CH:6]=[C:5]([Br:12])[C:3]=1N.OS(O)(=O)=O.N([O-])=O.[Na+]. The catalyst is C(O)C. The product is [Br:1][C:2]1[CH:8]=[C:7]([N+:9]([O-:11])=[O:10])[CH:6]=[C:5]([Br:12])[CH:3]=1. The yield is 0.900. (2) The reactants are [NH2:1][CH2:2][CH2:3][C:4]1[C:12]2[C:7](=[CH:8][CH:9]=[CH:10][CH:11]=2)[NH:6][CH:5]=1.BrC1C=CC(F)=C([N+]([O-])=O)C=1.F[C:25]1[CH:32]=[CH:31][C:30]([N+:33]([O-:35])=[O:34])=[CH:29][C:26]=1[C:27]#[N:28].ClCCl. The catalyst is C(O)C.C(OCC)C. The product is [C:27]([C:26]1[CH:29]=[C:30]([N+:33]([O-:35])=[O:34])[CH:31]=[CH:32][C:25]=1[NH:1][CH2:2][CH2:3][C:4]1[C:12]2[C:7](=[CH:8][CH:9]=[CH:10][CH:11]=2)[NH:6][CH:5]=1)#[N:28]. The yield is 0.400. (3) The reactants are C[O:2][C:3](=[O:23])[C:4]1[C:5](=[C:10]([O:14][CH2:15][C:16]2[CH:21]=[CH:20][CH:19]=[C:18]([Cl:22])[CH:17]=2)[CH:11]=[CH:12][CH:13]=1)[C:6]([O:8]C)=[O:7]. The catalyst is [OH-].[Na+]. The product is [Cl:22][C:18]1[CH:17]=[C:16]([CH:21]=[CH:20][CH:19]=1)[CH2:15][O:14][C:10]1[CH:11]=[CH:12][CH:13]=[C:4]([C:3]([OH:23])=[O:2])[C:5]=1[C:6]([OH:8])=[O:7]. The yield is 0.870. (4) The reactants are [CH:1]1([OH:6])[CH2:5][CH:4]=[CH:3][CH2:2]1.O[N:8]1[C:16](=[O:17])[C:15]2[C:10](=[CH:11][CH:12]=[CH:13][CH:14]=2)[C:9]1=[O:18].C1(P(C2C=CC=CC=2)C2C=CC=CC=2)C=CC=CC=1.CC(OC(/N=N/C(OC(C)C)=O)=O)C.N#N. The catalyst is C(Cl)Cl.O. The product is [CH:1]1([O:6][N:8]2[C:16](=[O:17])[C:15]3[C:10](=[CH:11][CH:12]=[CH:13][CH:14]=3)[C:9]2=[O:18])[CH2:5][CH:4]=[CH:3][CH2:2]1. The yield is 0.320. (5) The reactants are [C:1]1([CH2:7][CH2:8][CH2:9][CH:10]([CH2:13][CH2:14][CH3:15])[CH2:11][OH:12])[CH:6]=[CH:5][CH:4]=[CH:3][CH:2]=1.[H][H]. No catalyst specified. The product is [CH:1]1([CH2:7][CH2:8][CH2:9][CH:10]([CH2:13][CH2:14][CH3:15])[CH2:11][OH:12])[CH2:6][CH2:5][CH2:4][CH2:3][CH2:2]1. The yield is 0.982. (6) The catalyst is CN(C=O)C.O. The yield is 0.490. The product is [CH2:1]([C:3]1[N:4]([CH2:16][C:17]2[CH:22]=[CH:21][CH:20]=[CH:19][CH:18]=2)[C:5]2[C:10]([CH:11]=1)=[C:9]([O:12][CH3:13])[CH:8]=[CH:7][CH:6]=2)[CH3:2]. The reactants are [CH2:1]([C:3]1[NH:4][C:5]2[C:10]([CH:11]=1)=[C:9]([O:12][CH3:13])[CH:8]=[CH:7][CH:6]=2)[CH3:2].[H-].[Na+].[CH2:16](Br)[C:17]1[CH:22]=[CH:21][CH:20]=[CH:19][CH:18]=1. (7) The reactants are C1C2[C:10]3=[CH:12]C4C=CC(C(N)=O)=[CH:17][C:18]=4[N:9]3CC=CC=2C=CC=1.C1C2C3=CC4C=C[C:37]([C:40](O)=O)=CC=4N3CC=CC=2C=CC=1.[OH-:43].[Na+].Cl.C(Cl)(=O)C(Cl)=O.CCN(P1(N(C)CCCN1C)=NC(C)(C)C)CC.CN[S:72](NC)(=[O:74])=[O:73]. The catalyst is C(Cl)Cl.CO.C1COCC1. The product is [CH:37]([S:72]([N:9]1[CH2:10][CH2:12][O:43][CH2:17][CH2:18]1)(=[O:74])=[O:73])=[CH2:40]. The yield is 0.680. (8) The reactants are CC1(C)C(C)(C)OB([C:9]2[CH2:10][CH2:11][N:12]([C:15]([O:17][C:18]([CH3:21])([CH3:20])[CH3:19])=[O:16])[CH2:13][CH:14]=2)O1.C(P(C(C)(C)C)C1C=CC(N(C)C)=CC=1)(C)(C)C.[C:41]([O:45][C:46]([N:48]([C:60]([O:62][C:63]([CH3:66])([CH3:65])[CH3:64])=[O:61])[C:49]1[C:50]([C:56]([O:58][CH3:59])=[O:57])=[N:51][C:52](Br)=[CH:53][N:54]=1)=[O:47])([CH3:44])([CH3:43])[CH3:42].C([O-])([O-])=O.[Na+].[Na+]. The catalyst is C1(C)C=CC=CC=1.C(OCC)(=O)C.Cl[Pd]Cl.O. The product is [C:63]([O:62][C:60]([N:48]([C:46]([O:45][C:41]([CH3:44])([CH3:43])[CH3:42])=[O:47])[C:49]1[C:50]([C:56]([O:58][CH3:59])=[O:57])=[N:51][C:52]([C:9]2[CH2:10][CH2:11][N:12]([C:15]([O:17][C:18]([CH3:19])([CH3:20])[CH3:21])=[O:16])[CH2:13][CH:14]=2)=[CH:53][N:54]=1)=[O:61])([CH3:66])([CH3:65])[CH3:64]. The yield is 0.970. (9) The reactants are [CH3:1][CH:2]([CH3:27])[C:3]([C:5]1[CH:9]([C:10]2[CH:15]=[CH:14][CH:13]=[CH:12][C:11]=2[O:16][CH3:17])[N:8]([C:18]2[CH:23]=[CH:22][C:21](Br)=[CH:20][CH:19]=2)[C:7](=[O:25])[C:6]=1[OH:26])=[O:4].[S:28]1[CH:32]=[CH:31][C:30](B(O)O)=[CH:29]1.P([O-])([O-])([O-])=O.[K+].[K+].[K+].COCCOC. The catalyst is O. The product is [CH3:1][CH:2]([CH3:27])[C:3]([C:5]1[CH:9]([C:10]2[CH:15]=[CH:14][CH:13]=[CH:12][C:11]=2[O:16][CH3:17])[N:8]([C:18]2[CH:23]=[CH:22][C:21]([C:30]3[CH:31]=[CH:32][S:28][CH:29]=3)=[CH:20][CH:19]=2)[C:7](=[O:25])[C:6]=1[OH:26])=[O:4]. The yield is 0.290.